Dataset: Catalyst prediction with 721,799 reactions and 888 catalyst types from USPTO. Task: Predict which catalyst facilitates the given reaction. (1) Reactant: [Cl:1][CH2:2][C:3]([CH2:5]Cl)=O.[OH:7][C:8]1[CH:9]=[C:10]([CH:14]=[CH:15][CH:16]=1)[C:11]([NH2:13])=[S:12]. Product: [Cl:1][CH2:2][C:3]1[N:13]=[C:11]([C:10]2[CH:9]=[C:8]([OH:7])[CH:16]=[CH:15][CH:14]=2)[S:12][CH:5]=1. The catalyst class is: 11. (2) Reactant: F[C:2]1[N:10]=[CH:9][CH:8]=[CH:7][C:3]=1[C:4]([OH:6])=O.[CH:11]1([OH:16])[CH2:15][CH2:14][CH2:13][CH2:12]1.C[Si]([N-][Si](C)(C)C)(C)C.[K+].[CH2:27]([NH2:35])[CH2:28][C:29]1[CH:34]=[CH:33][CH:32]=[CH:31][CH:30]=1.F[P-](F)(F)(F)(F)F.N1(OC(N(C)C)=[N+](C)C)C2N=CC=CC=2N=N1. Product: [CH:11]1([O:16][C:2]2[N:10]=[CH:9][CH:8]=[CH:7][C:3]=2[C:4]([NH:35][CH2:27][CH2:28][C:29]2[CH:34]=[CH:33][CH:32]=[CH:31][CH:30]=2)=[O:6])[CH2:15][CH2:14][CH2:13][CH2:12]1. The catalyst class is: 9. (3) Reactant: [Br:1][C:2]1[CH:10]=[C:9]2[C:5]([C:6]([CH3:11])=[N:7][NH:8]2)=[C:4]([F:12])[CH:3]=1.[O:13]1[CH:18]=[CH:17][CH2:16][CH2:15][CH2:14]1.C1(C)C=CC(S(O)(=O)=O)=CC=1. Product: [Br:1][C:2]1[CH:10]=[C:9]2[C:5]([C:6]([CH3:11])=[N:7][N:8]2[CH:14]2[CH2:15][CH2:16][CH2:17][CH2:18][O:13]2)=[C:4]([F:12])[CH:3]=1. The catalyst class is: 7. (4) Reactant: [CH3:1][C:2]1[N:3]([C:8]2[CH:12]=[C:11]([C:13]([OH:16])([CH3:15])[CH3:14])[N:10]([CH3:17])[N:9]=2)[C:4]([CH3:7])=[CH:5][CH:6]=1.[H-].[Na+].I[CH3:21].O. Product: [CH3:1][C:2]1[N:3]([C:8]2[CH:12]=[C:11]([C:13]([O:16][CH3:21])([CH3:14])[CH3:15])[N:10]([CH3:17])[N:9]=2)[C:4]([CH3:7])=[CH:5][CH:6]=1. The catalyst class is: 9. (5) Reactant: [C:1]([O:5][C:6](=[O:14])[NH:7][CH:8]1[CH2:13][CH2:12][NH:11][CH2:10][CH2:9]1)([CH3:4])([CH3:3])[CH3:2].[CH2:15]([O:17][C:18]1[CH:19]=[C:20]([CH:23]=[CH:24][C:25]=1[O:26][CH3:27])[CH:21]=O)[CH3:16].C(O)(=O)C.C([BH3-])#N.[Na+]. Product: [C:1]([O:5][C:6](=[O:14])[NH:7][CH:8]1[CH2:13][CH2:12][N:11]([CH2:21][C:20]2[CH:23]=[CH:24][C:25]([O:26][CH3:27])=[C:18]([O:17][CH2:15][CH3:16])[CH:19]=2)[CH2:10][CH2:9]1)([CH3:4])([CH3:2])[CH3:3]. The catalyst class is: 8.